From a dataset of NCI-60 drug combinations with 297,098 pairs across 59 cell lines. Regression. Given two drug SMILES strings and cell line genomic features, predict the synergy score measuring deviation from expected non-interaction effect. (1) Drug 1: C1CN1C2=NC(=NC(=N2)N3CC3)N4CC4. Drug 2: C1=CC(=CC=C1CC(C(=O)O)N)N(CCCl)CCCl.Cl. Cell line: NCI-H226. Synergy scores: CSS=1.80, Synergy_ZIP=-2.00, Synergy_Bliss=1.81, Synergy_Loewe=-5.21, Synergy_HSA=0.863. (2) Drug 1: C1CC(=O)NC(=O)C1N2CC3=C(C2=O)C=CC=C3N. Drug 2: CC(C)NC(=O)C1=CC=C(C=C1)CNNC.Cl. Cell line: NCI-H322M. Synergy scores: CSS=1.12, Synergy_ZIP=0.0626, Synergy_Bliss=-3.14, Synergy_Loewe=-3.88, Synergy_HSA=-4.77. (3) Drug 1: CCN(CC)CCCC(C)NC1=C2C=C(C=CC2=NC3=C1C=CC(=C3)Cl)OC. Drug 2: C1CNP(=O)(OC1)N(CCCl)CCCl. Cell line: ACHN. Synergy scores: CSS=16.7, Synergy_ZIP=-1.25, Synergy_Bliss=-2.65, Synergy_Loewe=-2.64, Synergy_HSA=-2.40. (4) Drug 1: C1=CC(=C2C(=C1NCCNCCO)C(=O)C3=C(C=CC(=C3C2=O)O)O)NCCNCCO. Drug 2: CC1=C(C=C(C=C1)NC(=O)C2=CC=C(C=C2)CN3CCN(CC3)C)NC4=NC=CC(=N4)C5=CN=CC=C5. Cell line: HCC-2998. Synergy scores: CSS=39.1, Synergy_ZIP=11.2, Synergy_Bliss=10.0, Synergy_Loewe=-14.4, Synergy_HSA=7.49. (5) Drug 1: CCCS(=O)(=O)NC1=C(C(=C(C=C1)F)C(=O)C2=CNC3=C2C=C(C=N3)C4=CC=C(C=C4)Cl)F. Drug 2: C1=CC(=C2C(=C1NCCNCCO)C(=O)C3=C(C=CC(=C3C2=O)O)O)NCCNCCO. Cell line: U251. Synergy scores: CSS=51.6, Synergy_ZIP=3.35, Synergy_Bliss=3.11, Synergy_Loewe=-14.7, Synergy_HSA=3.98. (6) Drug 1: C1CCN(CC1)CCOC2=CC=C(C=C2)C(=O)C3=C(SC4=C3C=CC(=C4)O)C5=CC=C(C=C5)O. Drug 2: C1C(C(OC1N2C=NC3=C(N=C(N=C32)Cl)N)CO)O. Cell line: LOX IMVI. Synergy scores: CSS=2.94, Synergy_ZIP=-5.75, Synergy_Bliss=-10.2, Synergy_Loewe=-12.2, Synergy_HSA=-6.92. (7) Drug 1: C1CC(=O)NC(=O)C1N2CC3=C(C2=O)C=CC=C3N. Drug 2: CCCCCOC(=O)NC1=NC(=O)N(C=C1F)C2C(C(C(O2)C)O)O. Cell line: HS 578T. Synergy scores: CSS=-6.29, Synergy_ZIP=0.552, Synergy_Bliss=-4.91, Synergy_Loewe=-6.52, Synergy_HSA=-7.30.